Dataset: Reaction yield outcomes from USPTO patents with 853,638 reactions. Task: Predict the reaction yield, written as a fraction of the theoretical maximum amount of product (1.0 means a 100% yield; for example, 0.34 means a 34% yield). The yield is 0.830. The catalyst is CCO.[Zn]. The product is [NH2:1][C:4]1[C:9]2[N:10]=[C:11]([C:13]3[CH:14]=[CH:15][C:16]4[CH:17]=[C:18]5[C:25](=[O:26])[NH:24][CH2:23][CH2:22][N:19]5[C:20]=4[CH:21]=3)[O:12][C:8]=2[CH:7]=[CH:6][CH:5]=1. The reactants are [N+:1]([C:4]1[C:9]2[N:10]=[C:11]([C:13]3[CH:14]=[CH:15][C:16]4[CH:17]=[C:18]5[C:25](=[O:26])[NH:24][CH2:23][CH2:22][N:19]5[C:20]=4[CH:21]=3)[O:12][C:8]=2[CH:7]=[CH:6][CH:5]=1)([O-])=O.[Cl-].[NH4+].